This data is from Full USPTO retrosynthesis dataset with 1.9M reactions from patents (1976-2016). The task is: Predict the reactants needed to synthesize the given product. (1) Given the product [CH2:23]([S:20]([N:17]1[CH2:18][CH2:19][CH:14]([C:5]2[C:4]3[C:8](=[C:9]([C:11]([NH2:13])=[O:12])[CH:10]=[C:2]([C:39]4[CH:40]=[N:41][NH:42][CH:43]=4)[CH:3]=3)[NH:7][CH:6]=2)[CH2:15][CH2:16]1)(=[O:22])=[O:21])[CH3:24], predict the reactants needed to synthesize it. The reactants are: Br[C:2]1[CH:3]=[C:4]2[C:8](=[C:9]([C:11]([NH2:13])=[O:12])[CH:10]=1)[NH:7][CH:6]=[C:5]2[CH:14]1[CH2:19][CH2:18][N:17]([S:20]([CH2:23][CH3:24])(=[O:22])=[O:21])[CH2:16][CH2:15]1.C(=O)([O-])[O-].[Cs+].[Cs+].CC1(C)C(C)(C)OB([C:39]2[CH:40]=[N:41][NH:42][CH:43]=2)O1. (2) Given the product [ClH:28].[CH3:1][N:2]1[CH2:3][CH2:4][C:5]2([CH2:16][C:15]3[C:10](=[N:11][CH:12]=[C:13](/[CH:17]=[CH:18]/[C:19]([OH:21])=[O:20])[CH:14]=3)[NH:9][C:8]2=[O:24])[CH2:6][CH2:7]1, predict the reactants needed to synthesize it. The reactants are: [CH3:1][N:2]1[CH2:7][CH2:6][C:5]2([CH2:16][C:15]3[C:10](=[N:11][CH:12]=[C:13](/[CH:17]=[CH:18]/[C:19]([O:21]CC)=[O:20])[CH:14]=3)[NH:9][C:8]2=[O:24])[CH2:4][CH2:3]1.[OH-].[Na+].C(Cl)[Cl:28].CO. (3) Given the product [Br:1][C:2]1[CH:3]=[C:4]([NH2:10])[C:5]([O:8][CH3:9])=[N:6][CH:7]=1, predict the reactants needed to synthesize it. The reactants are: [Br:1][C:2]1[CH:3]=[C:4]([N+:10]([O-])=O)[C:5]([O:8][CH3:9])=[N:6][CH:7]=1.Cl. (4) Given the product [NH2:15][C:14]1[CH:13]=[C:12]([O:11][CH3:10])[C:18]([O:19][CH3:20])=[CH:17][C:16]=1[C:4]([C:3]1[CH:6]=[CH:7][CH:8]=[CH:9][C:2]=1[Cl:1])=[O:5], predict the reactants needed to synthesize it. The reactants are: [Cl:1][C:2]1[CH:9]=[CH:8][CH:7]=[CH:6][C:3]=1[CH:4]=[O:5].[CH3:10][O:11][C:12]1[CH:13]=[C:14]([CH:16]=[CH:17][C:18]=1[O:19][CH3:20])[NH2:15]. (5) Given the product [F:36][C:37]([F:42])([F:41])[C:38]([OH:40])=[O:39].[F:1][C:2]1[C:7]([F:8])=[CH:6][CH:5]=[CH:4][C:3]=1[CH2:9][S:10][C:11]1[N:16]=[C:15]([NH:17][S:18]([N:21]2[CH2:22][CH2:23][NH:24][CH2:25][CH2:26]2)(=[O:20])=[O:19])[CH:14]=[C:13]([O:34][CH3:35])[N:12]=1, predict the reactants needed to synthesize it. The reactants are: [F:1][C:2]1[C:7]([F:8])=[CH:6][CH:5]=[CH:4][C:3]=1[CH2:9][S:10][C:11]1[N:16]=[C:15]([NH:17][S:18]([N:21]2[CH2:26][CH2:25][N:24](C(OC(C)(C)C)=O)[CH2:23][CH2:22]2)(=[O:20])=[O:19])[CH:14]=[C:13]([O:34][CH3:35])[N:12]=1.[F:36][C:37]([F:42])([F:41])[C:38]([OH:40])=[O:39]. (6) The reactants are: O[C:2]1([C:18]2[CH:23]=[CH:22][CH:21]=[CH:20][CH:19]=2)[CH2:6][N:5](C(OC(C)(C)C)=O)[C@H:4]([C:14]([O:16][CH3:17])=[O:15])[CH2:3]1.FC(F)(F)C(O)=O.C(Cl)Cl.CO.[H][H]. Given the product [C:18]1([C@@H:2]2[CH2:6][NH:5][C@H:4]([C:14]([O:16][CH3:17])=[O:15])[CH2:3]2)[CH:19]=[CH:20][CH:21]=[CH:22][CH:23]=1, predict the reactants needed to synthesize it. (7) Given the product [CH3:23][O:24][CH2:25][CH2:26][O:21][C:18]1[CH:17]=[CH:16][C:15]([C:14]#[C:13][C:11]2[CH:10]=[CH:9][C:6]3[O:7][CH2:8][C:2]([CH3:22])([CH3:1])[CH2:3][O:4][C:5]=3[CH:12]=2)=[CH:20][CH:19]=1, predict the reactants needed to synthesize it. The reactants are: [CH3:1][C:2]1([CH3:22])[CH2:8][O:7][C:6]2[CH:9]=[CH:10][C:11]([C:13]#[C:14][C:15]3[CH:20]=[CH:19][C:18]([OH:21])=[CH:17][CH:16]=3)=[CH:12][C:5]=2[O:4][CH2:3]1.[CH3:23][O:24][CH2:25][CH2:26]Br. (8) Given the product [CH3:1][C:2]1[C:3]([CH3:12])=[CH:4][C:5]2[S:9][C:8](=[N:10][C:19](=[O:20])[C:16]3[CH:17]=[CH:18][C:13]([CH3:22])=[CH:14][CH:15]=3)[N:7]([CH2:34][C:25]([OH:24])=[O:40])[C:6]=2[CH:11]=1, predict the reactants needed to synthesize it. The reactants are: [CH3:1][C:2]1[C:3]([CH3:12])=[CH:4][C:5]2[S:9][C:8]([NH2:10])=[N:7][C:6]=2[CH:11]=1.[C:13]1([CH3:22])[CH:18]=[CH:17][C:16]([C:19](Cl)=[O:20])=[CH:15][CH:14]=1.C[O:24][C:25]1[CH:34]=CC2N=C(N)SC=2C=1.ClC1C=C(C=CC=1)C(Cl)=[O:40].